This data is from Forward reaction prediction with 1.9M reactions from USPTO patents (1976-2016). The task is: Predict the product of the given reaction. (1) Given the reactants ClC1C(F)=CC(F)=C(C=1)C(NS(C)(=O)=O)=O.[Cl:17][C:18]1[C:19](F)=[CH:20][C:21]([F:33])=[C:22]([CH:32]=1)[C:23]([NH:25][S:26](=[O:31])(=[O:30])[N:27]([CH3:29])[CH3:28])=[O:24].[C:35]12([CH2:45][OH:46])[CH2:44][CH:39]3[CH2:40][CH:41]([CH2:43][CH:37](C3)C1)C2.C1(CCCO)CCCC1, predict the reaction product. The product is: [Cl:17][C:18]1[C:19]([O:46][CH2:45][CH2:35][CH2:44][CH:39]2[CH2:40][CH2:41][CH2:43][CH2:37]2)=[CH:20][C:21]([F:33])=[C:22]([CH:32]=1)[C:23]([NH:25][S:26](=[O:31])(=[O:30])[N:27]([CH3:29])[CH3:28])=[O:24]. (2) Given the reactants [C:1]([C:3]1[CH:23]=[CH:22][C:6]([CH2:7][NH:8][C:9](=[O:21])[CH:10]([CH3:20])[CH2:11][NH:12]C(=O)OC(C)(C)C)=[CH:5][CH:4]=1)#[N:2].C(O)(C(F)(F)F)=O, predict the reaction product. The product is: [NH2:12][CH2:11][CH:10]([CH3:20])[C:9]([NH:8][CH2:7][C:6]1[CH:5]=[CH:4][C:3]([C:1]#[N:2])=[CH:23][CH:22]=1)=[O:21]. (3) Given the reactants [CH2:1]([C:7]1[CH:13]=[CH:12][C:10]([NH2:11])=[CH:9][CH:8]=1)[CH2:2][CH2:3][CH2:4][CH2:5][CH3:6].F[C:15]1[CH:20]=[CH:19][C:18]([N+:21]([O-:23])=[O:22])=[CH:17][CH:16]=1, predict the reaction product. The product is: [CH2:1]([C:7]1[CH:8]=[CH:9][C:10]([NH:11][C:15]2[CH:20]=[CH:19][C:18]([N+:21]([O-:23])=[O:22])=[CH:17][CH:16]=2)=[CH:12][CH:13]=1)[CH2:2][CH2:3][CH2:4][CH2:5][CH3:6]. (4) Given the reactants [CH3:1][Si:2]([CH2:5][N:6]1[CH:10]=[C:9]([CH2:11]O)[N:8]=[N:7]1)([CH3:4])[CH3:3].[N+:13]([C:16]1[CH:21]=[C:20]([N+:22]([O-:24])=[O:23])[CH:19]=[CH:18][C:17]=1[S:25]([NH:28][CH2:29][C:30]1[CH:39]=[CH:38][C:33]([C:34]([O:36][CH3:37])=[O:35])=[CH:32][CH:31]=1)(=[O:27])=[O:26])([O-:15])=[O:14].C1(P(C2C=CC=CC=2)C2C=CC=CC=2)C=CC=CC=1.CCOC(/N=N/C(OCC)=O)=O, predict the reaction product. The product is: [N+:13]([C:16]1[CH:21]=[C:20]([N+:22]([O-:24])=[O:23])[CH:19]=[CH:18][C:17]=1[S:25]([N:28]([CH2:29][C:30]1[CH:39]=[CH:38][C:33]([C:34]([O:36][CH3:37])=[O:35])=[CH:32][CH:31]=1)[CH2:11][C:9]1[N:8]=[N:7][N:6]([CH2:5][Si:2]([CH3:1])([CH3:3])[CH3:4])[CH:10]=1)(=[O:26])=[O:27])([O-:15])=[O:14].